Dataset: Forward reaction prediction with 1.9M reactions from USPTO patents (1976-2016). Task: Predict the product of the given reaction. Given the reactants [Cl:1][C:2]1[CH:7]=[CH:6][C:5]([C:8]2[N:12]([CH2:13][C:14]3[CH:19]=[CH:18][C:17]([CH2:20][CH2:21][C:22]([OH:24])=[O:23])=[CH:16][CH:15]=3)[C:11]3[CH:25]=[C:26]([F:30])[C:27]([F:29])=[CH:28][C:10]=3[N:9]=2)=[C:4]([O:31][CH2:32][CH:33]2CC[CH2:35][CH2:34]2)[CH:3]=1.Br[CH2:39]C1CC1, predict the reaction product. The product is: [CH3:39][O:24][C:22](=[O:23])[CH2:21][CH2:20][C:17]1[CH:18]=[CH:19][C:14]([CH2:13][N:12]2[C:11]3[CH:25]=[C:26]([F:30])[C:27]([F:29])=[CH:28][C:10]=3[N:9]=[C:8]2[C:5]2[CH:6]=[CH:7][C:2]([Cl:1])=[CH:3][C:4]=2[O:31][CH2:32][CH:33]2[CH2:35][CH2:34]2)=[CH:15][CH:16]=1.